Predict the product of the given reaction. From a dataset of Forward reaction prediction with 1.9M reactions from USPTO patents (1976-2016). (1) Given the reactants C([O:5][C:6]([C:8]1[CH:9]=[C:10]([C:14]2[CH:19]=[CH:18][C:17]([CH2:20][CH:21]3[CH2:25][CH2:24][N:23]([CH:26]4[CH2:31][CH2:30][CH2:29][CH2:28][CH2:27]4)[C:22]3=[O:32])=[C:16]([Cl:33])[CH:15]=2)[CH:11]=[CH:12][CH:13]=1)=[O:7])(C)(C)C.FC(F)(F)C(O)=O, predict the reaction product. The product is: [Cl:33][C:16]1[CH:15]=[C:14]([C:10]2[CH:11]=[CH:12][CH:13]=[C:8]([C:6]([OH:7])=[O:5])[CH:9]=2)[CH:19]=[CH:18][C:17]=1[CH2:20][CH:21]1[CH2:25][CH2:24][N:23]([CH:26]2[CH2:27][CH2:28][CH2:29][CH2:30][CH2:31]2)[C:22]1=[O:32]. (2) Given the reactants Br[CH2:2][CH2:3][CH2:4][CH2:5][N:6]1[CH:10]=[CH:9][N:8]=[C:7]1[C:11]1[CH:16]=[CH:15][CH:14]=[CH:13][CH:12]=1.[OH:17][C:18]1[C:23]([CH3:24])=[C:22]([OH:25])[CH:21]=[CH:20][C:19]=1[C:26](=[O:31])[CH2:27][CH:28]([CH3:30])[CH3:29], predict the reaction product. The product is: [OH:17][C:18]1[C:23]([CH3:24])=[C:22]([O:25][CH2:2][CH2:3][CH2:4][CH2:5][N:6]2[CH:10]=[CH:9][N:8]=[C:7]2[C:11]2[CH:16]=[CH:15][CH:14]=[CH:13][CH:12]=2)[CH:21]=[CH:20][C:19]=1[C:26](=[O:31])[CH2:27][CH:28]([CH3:29])[CH3:30]. (3) Given the reactants P([O-])([O-])([O-])=O.[Ca+2].P([O-])([O-])([O-])=O.[Ca+2].[Ca+2].[CH2:14]([CH2:26][NH2:27])[CH2:15][C:16]([P:22]([O-:25])([OH:24])=[O:23])([P:18]([OH:21])([OH:20])=[O:19])[OH:17].[Na+], predict the reaction product. The product is: [CH2:14]([CH2:26][NH2:27])[CH2:15][C:16]([P:18]([OH:20])([OH:21])=[O:19])([P:22]([OH:25])([OH:24])=[O:23])[OH:17].